The task is: Predict the reaction yield, written as a fraction of the theoretical maximum amount of product (1.0 means a 100% yield; for example, 0.34 means a 34% yield).. This data is from Reaction yield outcomes from USPTO patents with 853,638 reactions. (1) The yield is 0.680. The product is [I:47][CH2:3][CH:2]([CH3:1])[CH:5]([O:15][Si:16]([CH2:21][CH3:22])([CH2:19][CH3:20])[CH2:17][CH3:18])[C:6]([CH3:14])=[CH:7][C:8]1[N:9]=[C:10]([CH3:13])[S:11][CH:12]=1. The catalyst is CCOCC.C(#N)C. The reactants are [CH3:1][CH:2]([CH:5]([O:15][Si:16]([CH2:21][CH3:22])([CH2:19][CH3:20])[CH2:17][CH3:18])[C:6]([CH3:14])=[CH:7][C:8]1[N:9]=[C:10]([CH3:13])[S:11][CH:12]=1)[CH2:3]O.N1C=CN=C1.C1(P(C2C=CC=CC=2)C2C=CC=CC=2)C=CC=CC=1.[I:47]I. (2) The reactants are C([O-])(=O)C.[Tl+3].C([O-])(=O)C.C([O-])(=O)C.FC(F)(F)S(O)(=O)=O.[C:22]([C:25]1[CH:26]=[C:27]([CH:31]=[CH:32][CH:33]=1)[C:28]([OH:30])=[O:29])(=[O:24])[CH3:23].[C:34](#[N:36])[CH3:35]. No catalyst specified. The product is [CH3:35][C:34]1[O:24][C:22]([C:25]2[CH:26]=[C:27]([CH:31]=[CH:32][CH:33]=2)[C:28]([OH:30])=[O:29])=[CH:23][N:36]=1. The yield is 0.400.